This data is from Reaction yield outcomes from USPTO patents with 853,638 reactions. The task is: Predict the reaction yield, written as a fraction of the theoretical maximum amount of product (1.0 means a 100% yield; for example, 0.34 means a 34% yield). (1) The reactants are [Cl:1][C:2]1[CH:3]=[CH:4][N:5]=[C:6]2[C:11]=1[N:10]=[CH:9][C:8]([NH2:12])=[CH:7]2.C(N(CC)CC)C.[CH3:20][O:21][CH2:22][C:23](Cl)=[O:24]. The catalyst is ClCCl. The product is [Cl:1][C:2]1[CH:3]=[CH:4][N:5]=[C:6]2[C:11]=1[N:10]=[CH:9][C:8]([NH:12][C:23](=[O:24])[CH2:22][O:21][CH3:20])=[CH:7]2. The yield is 0.750. (2) The reactants are [Cl:1][C:2]1[CH:3]=[C:4]([C:8]#[C:9][C:10]2[CH2:14][C:13]3([CH2:18][CH2:17][NH:16][CH2:15]3)[O:12][N:11]=2)[CH:5]=[CH:6][CH:7]=1.[CH3:19][N:20]([CH3:24])[C:21](Cl)=[O:22]. The catalyst is ClCCl. The product is [Cl:1][C:2]1[CH:3]=[C:4]([C:8]#[C:9][C:10]2[CH2:14][C:13]3([CH2:18][CH2:17][N:16]([C:21]([N:20]([CH3:24])[CH3:19])=[O:22])[CH2:15]3)[O:12][N:11]=2)[CH:5]=[CH:6][CH:7]=1. The yield is 0.688. (3) The reactants are [CH:1]1([CH2:4][C@H:5]([C@@H:28](OS(N2C=CN=C2)=O)[CH2:29][CH2:30][CH2:31][CH3:32])[C:6]([NH:8][C@H:9]2[N:15]=[C:14]([C:16]3[CH:21]=[CH:20][CH:19]=[CH:18][CH:17]=3)[C:13]3[CH:22]=[CH:23][CH:24]=[CH:25][C:12]=3[N:11]([CH3:26])[C:10]2=[O:27])=[O:7])[CH2:3][CH2:2]1.C([SnH](CCCC)CCCC)CCC. The catalyst is C1(C)C=CC=CC=1. The product is [O:7]=[C:6]([NH:8][C@H:9]1[N:15]=[C:14]([C:16]2[CH:17]=[CH:18][CH:19]=[CH:20][CH:21]=2)[C:13]2[CH:22]=[CH:23][CH:24]=[CH:25][C:12]=2[N:11]([CH3:26])[C:10]1=[O:27])[C@@H:5]([CH2:4][CH:1]1[CH2:2][CH2:3]1)[CH2:28][CH2:29][CH2:30][CH2:31][CH3:32]. The yield is 0.850. (4) The reactants are O.[OH-].[Li+].C([O:6][C:7]([CH:9]1[CH2:14][CH2:13][CH2:12][CH2:11][N:10]1[C:15]([C:17]1[O:18][C:19]([CH2:22][O:23][C:24]2[CH:29]=[CH:28][C:27]([C:30]3[CH:35]=[CH:34][CH:33]=[CH:32][CH:31]=3)=[CH:26][CH:25]=2)=[CH:20][CH:21]=1)=[O:16])=[O:8])C. The catalyst is O.O1CCCC1.CO. The product is [C:27]1([C:30]2[CH:31]=[CH:32][CH:33]=[CH:34][CH:35]=2)[CH:26]=[CH:25][C:24]([O:23][CH2:22][C:19]2[O:18][C:17]([C:15]([N:10]3[CH2:11][CH2:12][CH2:13][CH2:14][CH:9]3[C:7]([OH:8])=[O:6])=[O:16])=[CH:21][CH:20]=2)=[CH:29][CH:28]=1. The yield is 0.830. (5) The reactants are [CH3:1][O:2][C:3]1[CH:4]=[C:5]2[C:10](=[CH:11][C:12]=1[O:13][CH3:14])[N:9]=[CH:8][CH:7]=[C:6]2[O:15][C:16]1[CH:22]=[CH:21][C:19]([NH2:20])=[C:18]([C:23]([F:26])([F:25])[F:24])[CH:17]=1.C(N(CC)CC)C.ClC(Cl)(O[C:38](=[O:44])OC(Cl)(Cl)Cl)Cl.[F:46][C:47]1[CH:52]=[CH:51][C:50]([C@H:53]([NH2:55])[CH3:54])=[CH:49][CH:48]=1. The catalyst is C(Cl)(Cl)Cl. The product is [CH3:1][O:2][C:3]1[CH:4]=[C:5]2[C:10](=[CH:11][C:12]=1[O:13][CH3:14])[N:9]=[CH:8][CH:7]=[C:6]2[O:15][C:16]1[CH:22]=[CH:21][C:19]([NH:20][C:38]([NH:55][C@@H:53]([C:50]2[CH:51]=[CH:52][C:47]([F:46])=[CH:48][CH:49]=2)[CH3:54])=[O:44])=[C:18]([C:23]([F:25])([F:26])[F:24])[CH:17]=1. The yield is 0.340. (6) The reactants are [CH3:1][C:2]([O:5][C:6]([N:8]1[CH2:23][C@@H:22]([F:24])[CH2:21][C@H:9]1[C:10]([NH:12][C@@H:13]([CH2:19][CH3:20])/[CH:14]=[CH:15]/[C:16]([OH:18])=O)=[O:11])=[O:7])([CH3:4])[CH3:3].CN(C(ON1N=NC2C=CC=NC1=2)=[N+](C)C)C.F[P-](F)(F)(F)(F)F.CCN(C(C)C)C(C)C.[F:58][C:59]([F:67])([F:66])[C:60]1[S:64][C:63]([NH2:65])=[N:62][N:61]=1. The catalyst is C(Cl)Cl.CN(C=O)C. The product is [CH2:19]([C@H:13]([NH:12][C:10]([C@@H:9]1[CH2:21][C@H:22]([F:24])[CH2:23][N:8]1[C:6]([O:5][C:2]([CH3:1])([CH3:3])[CH3:4])=[O:7])=[O:11])/[CH:14]=[CH:15]/[C:16](=[O:18])[NH:65][C:63]1[S:64][C:60]([C:59]([F:67])([F:66])[F:58])=[N:61][N:62]=1)[CH3:20]. The yield is 0.620. (7) The reactants are [Cl:1][C:2]1[N:7]=[C:6]([Cl:8])[C:5]([F:9])=[CH:4][N:3]=1.ClC1N=[C:15](Cl)[CH:14]=[CH:13]N=1.[C:18]([Li])(C)([CH3:20])[CH3:19]. No catalyst specified. The product is [Cl:1][C:2]1[N:7]=[C:6]([Cl:8])[C:5]([F:9])=[C:4]([C:14]2[CH:15]=[CH:20][CH:18]=[CH:19][CH:13]=2)[N:3]=1. The yield is 0.690.